This data is from Full USPTO retrosynthesis dataset with 1.9M reactions from patents (1976-2016). The task is: Predict the reactants needed to synthesize the given product. (1) Given the product [CH3:16][N:15]([CH3:17])[C:9]1[N:8]=[C:7]([O:6][C:5]2[CH:18]=[CH:19][C:2]([B:22]3[O:26][C:25]([CH3:28])([CH3:27])[C:24]([CH3:30])([CH3:29])[O:23]3)=[C:3]([CH:20]=[O:21])[CH:4]=2)[CH:14]=[CH:13][C:10]=1[C:11]#[N:12], predict the reactants needed to synthesize it. The reactants are: Br[C:2]1[CH:19]=[CH:18][C:5]([O:6][C:7]2[CH:14]=[CH:13][C:10]([C:11]#[N:12])=[C:9]([N:15]([CH3:17])[CH3:16])[N:8]=2)=[CH:4][C:3]=1[CH:20]=[O:21].[B:22]1([B:22]2[O:26][C:25]([CH3:28])([CH3:27])[C:24]([CH3:30])([CH3:29])[O:23]2)[O:26][C:25]([CH3:28])([CH3:27])[C:24]([CH3:30])([CH3:29])[O:23]1.C([O-])(=O)C.[K+].COCCOC. (2) Given the product [NH2:1][C@H:2]1[CH2:7][CH2:6][CH2:5][CH2:4][C@H:3]1[NH:8][C:9]1[N:14]=[C:13]([C:15]2[CH:16]=[N:17][N:18]([CH3:20])[CH:19]=2)[C:12]2[C:21](=[O:36])[NH:22][CH:23]([CH3:24])[C:11]=2[C:10]=1[F:37].[C:38]([OH:44])([C:40]([F:43])([F:42])[F:41])=[O:39], predict the reactants needed to synthesize it. The reactants are: [NH2:1][C@H:2]1[CH2:7][CH2:6][CH2:5][CH2:4][C@H:3]1[NH:8][C:9]1[N:14]=[C:13]([C:15]2[CH:16]=[N:17][N:18]([CH3:20])[CH:19]=2)[C:12]2[C:21](=[O:36])[N:22](CC3C=CC(OC)=CC=3OC)[CH:23]([CH3:24])[C:11]=2[C:10]=1[F:37].[C:38]([OH:44])([C:40]([F:43])([F:42])[F:41])=[O:39]. (3) Given the product [C:16]([O-:23])(=[O:22])/[CH:17]=[CH:18]\[C:19]([O-:21])=[O:20].[CH3:1][O:2][Si:3]([CH2:8][CH2:9][C:10]1[CH:15]=[CH:14][CH:13]=[CH:12][NH+:11]=1)([O:6][CH3:7])[O:4][CH3:5].[CH3:1][O:2][Si:3]([CH2:8][CH2:9][C:10]1[CH:15]=[CH:14][CH:13]=[CH:12][NH+:11]=1)([O:6][CH3:7])[O:4][CH3:5], predict the reactants needed to synthesize it. The reactants are: [CH3:1][O:2][Si:3]([CH2:8][CH2:9][C:10]1[CH:15]=[CH:14][CH:13]=[CH:12][N:11]=1)([O:6][CH3:7])[O:4][CH3:5].[C:16]([OH:23])(=[O:22])/[CH:17]=[CH:18]\[C:19]([OH:21])=[O:20]. (4) Given the product [CH2:1]([O:3][C:4]([C:6]1[N:7]=[C:8]([C:27]2[CH:32]=[CH:31][CH:30]=[CH:29][CH:28]=2)[C:9]2[N:10]([CH3:20])[C:11]3[C:16]([C:17]=2[C:18]=1[OH:19])=[CH:15][CH:14]=[CH:13][CH:12]=3)=[O:5])[CH3:2], predict the reactants needed to synthesize it. The reactants are: [CH2:1]([O:3][C:4]([C:6]1[N:7]=[C:8](Br)[C:9]2[N:10]([CH3:20])[C:11]3[C:16]([C:17]=2[C:18]=1[OH:19])=[CH:15][CH:14]=[CH:13][CH:12]=3)=[O:5])[CH3:2].C([Sn](CCCC)(CCCC)[C:27]1[CH:32]=[CH:31][CH:30]=[CH:29][CH:28]=1)CCC. (5) Given the product [Cl:12][C:13]1[N:14]=[CH:15][C:16]2[C:21]([C:22]=1[CH2:23][O:1][C:2]1[C:7]([CH:8]=[O:9])=[CH:6][C:5]([O:10][CH3:11])=[N:4][CH:3]=1)=[CH:20][CH:19]=[CH:18][CH:17]=2, predict the reactants needed to synthesize it. The reactants are: [OH:1][C:2]1[C:7]([CH:8]=[O:9])=[CH:6][C:5]([O:10][CH3:11])=[N:4][CH:3]=1.[Cl:12][C:13]1[N:14]=[CH:15][C:16]2[C:21]([C:22]=1[CH2:23]Cl)=[CH:20][CH:19]=[CH:18][CH:17]=2.C([O-])([O-])=O.[K+].[K+]. (6) Given the product [CH2:6]([O:13][C@@H:14]1[CH2:17][C@H:16]([O:18][S:2]([CH3:1])(=[O:4])=[O:3])[CH2:15]1)[C:7]1[CH:12]=[CH:11][CH:10]=[CH:9][CH:8]=1, predict the reactants needed to synthesize it. The reactants are: [CH3:1][S:2](Cl)(=[O:4])=[O:3].[CH2:6]([O:13][C@@H:14]1[CH2:17][C@H:16]([OH:18])[CH2:15]1)[C:7]1[CH:12]=[CH:11][CH:10]=[CH:9][CH:8]=1.C(N(CC)CC)C.O.